This data is from Full USPTO retrosynthesis dataset with 1.9M reactions from patents (1976-2016). The task is: Predict the reactants needed to synthesize the given product. Given the product [ClH:42].[C:1]([N:4]1[C:13]2[C:8](=[CH:9][C:10]([C:14]3[CH:15]=[CH:16][C:17]([CH2:20][C:21]([NH:23][CH2:24][CH2:25][NH2:26])=[O:22])=[CH:18][CH:19]=3)=[CH:11][CH:12]=2)[C@H:7]([NH:34][C:35](=[O:40])[O:36][CH:37]([CH3:38])[CH3:39])[CH2:6][C@@H:5]1[CH3:41])(=[O:3])[CH3:2], predict the reactants needed to synthesize it. The reactants are: [C:1]([N:4]1[C:13]2[C:8](=[CH:9][C:10]([C:14]3[CH:19]=[CH:18][C:17]([CH2:20][C:21]([NH:23][CH2:24][CH2:25][NH:26]C(OC(C)(C)C)=O)=[O:22])=[CH:16][CH:15]=3)=[CH:11][CH:12]=2)[C@H:7]([NH:34][C:35](=[O:40])[O:36][CH:37]([CH3:39])[CH3:38])[CH2:6][C@@H:5]1[CH3:41])(=[O:3])[CH3:2].[ClH:42].